This data is from Reaction yield outcomes from USPTO patents with 853,638 reactions. The task is: Predict the reaction yield, written as a fraction of the theoretical maximum amount of product (1.0 means a 100% yield; for example, 0.34 means a 34% yield). (1) The reactants are Br[C:2]1[CH:7]=[C:6]([F:8])[CH:5]=[C:4]([Br:9])[CH:3]=1.CC(C)([O-])C.[K+].[CH3:16][N:17]1[CH2:22][CH2:21][NH:20][CH2:19][CH2:18]1. The catalyst is C1(C)C=CC=CC=1. The product is [Br:9][C:4]1[CH:3]=[C:2]([N:20]2[CH2:21][CH2:22][N:17]([CH3:16])[CH2:18][CH2:19]2)[CH:7]=[C:6]([F:8])[CH:5]=1. The yield is 0.372. (2) The reactants are [Cl:1][C:2]1[CH:3]=[N+:4]([O-:40])[CH:5]=[C:6]([Cl:39])[C:7]=1[CH2:8][C@@H:9]([C:24]1[CH:29]=[CH:28][C:27]([O:30][CH:31]([F:33])[F:32])=[C:26]([O:34][CH2:35][CH:36]2[CH2:38][CH2:37]2)[CH:25]=1)[O:10][C:11](=[O:23])[NH:12][CH2:13][C:14]1[CH:19]=[CH:18][C:17]([N+:20]([O-])=O)=[CH:16][CH:15]=1.CCOC(C)=O. The catalyst is C1COCC1.C([O-])(O)=O.[Na+]. The product is [NH2:20][C:17]1[CH:16]=[CH:15][C:14]([CH2:13][NH:12][C:11]([O:10][C@H:9]([C:24]2[CH:29]=[CH:28][C:27]([O:30][CH:31]([F:32])[F:33])=[C:26]([O:34][CH2:35][CH:36]3[CH2:38][CH2:37]3)[CH:25]=2)[CH2:8][C:7]2[C:2]([Cl:1])=[CH:3][N+:4]([O-:40])=[CH:5][C:6]=2[Cl:39])=[O:23])=[CH:19][CH:18]=1. The yield is 1.00. (3) The reactants are [Cl:1][C:2]1[N:7]=[CH:6][N+:5]([O-])=[C:4]2[CH2:9][CH2:10][C@@H:11]([CH3:12])[C:3]=12.[C:13]([O:16]C(=O)C)(=[O:15])[CH3:14]. No catalyst specified. The product is [C:13]([O:16][CH:9]1[C:4]2[N:5]=[CH:6][N:7]=[C:2]([Cl:1])[C:3]=2[C@H:11]([CH3:12])[CH2:10]1)(=[O:15])[CH3:14]. The yield is 0.700. (4) The reactants are [Na].Cl.[C:3]([O:6][CH2:7][C:8]([CH:10]1[C:21](=[O:22])[C:14]2[CH:15]=[C:16]([Cl:20])[CH:17]=[CH:18][CH2:19][C:13]=2[CH2:12][CH2:11]1)=[O:9])(=O)[CH3:4].C([OH:25])C. No catalyst specified. The product is [Cl:20][C:16]1[CH:17]=[CH:18][CH2:19][C:13]2[CH2:12][CH2:11][CH:10]([C:8](=[O:9])[C:7]([O:6][CH2:3][CH3:4])=[O:25])[C:21](=[O:22])[C:14]=2[CH:15]=1. The yield is 0.970. (5) The reactants are COC1C=C(OC)C=CC=1C[N:6]([C:35]1[CH:40]=[CH:39][N:38]=[CH:37][N:36]=1)[S:7]([C:10]1[CH:15]=[CH:14][C:13]([O:16][C@H:17]2[CH2:22][CH2:21][CH2:20][CH2:19][C@@H:18]2[C:23]2[CH:24]=[N:25][N:26](C3CCCCO3)[CH:27]=2)=[CH:12][C:11]=1[F:34])(=[O:9])=[O:8].C([SiH](CC)CC)C.FC(F)(F)C(O)=O.ClCCl. The catalyst is CO. The product is [F:34][C:11]1[CH:12]=[C:13]([O:16][C@H:17]2[CH2:22][CH2:21][CH2:20][CH2:19][C@@H:18]2[C:23]2[CH:24]=[N:25][NH:26][CH:27]=2)[CH:14]=[CH:15][C:10]=1[S:7]([NH:6][C:35]1[CH:40]=[CH:39][N:38]=[CH:37][N:36]=1)(=[O:8])=[O:9]. The yield is 0.760. (6) The reactants are [Cl:1][C:2]1[CH:3]=[C:4]([NH:9][C:10]([N:12]2[CH2:17][CH2:16][N:15]([CH2:18][CH:19]3[CH2:24][NH:23][CH2:22][CH2:21][N:20]3[C:25]([O:27][CH2:28][C:29]3[CH:34]=[CH:33][CH:32]=[CH:31][CH:30]=3)=[O:26])[CH2:14][CH2:13]2)=[O:11])[CH:5]=[CH:6][C:7]=1[Cl:8].[CH:35](=O)[CH3:36].ClC1C=C(NC(N2CCN(C[C@@H]3OCCN(CCC4C=NC=CC=4)C3)CC2)=O)C=CC=1Cl. No catalyst specified. The product is [Cl:1][C:2]1[CH:3]=[C:4]([NH:9][C:10]([N:12]2[CH2:13][CH2:14][N:15]([CH2:18][CH:19]3[CH2:24][N:23]([CH2:35][CH3:36])[CH2:22][CH2:21][N:20]3[C:25]([O:27][CH2:28][C:29]3[CH:30]=[CH:31][CH:32]=[CH:33][CH:34]=3)=[O:26])[CH2:16][CH2:17]2)=[O:11])[CH:5]=[CH:6][C:7]=1[Cl:8]. The yield is 0.180. (7) The reactants are [CH2:1]([N:8]1[CH2:15][C:12]2([CH2:14][CH2:13]2)[N:11]([C:16]([O:18][C:19]([CH3:22])([CH3:21])[CH3:20])=[O:17])[CH2:10][C@@H:9]1[CH2:23]O)[C:2]1[CH:7]=[CH:6][CH:5]=[CH:4][CH:3]=1.COCCN(S(F)(F)[F:35])CCOC.C(=O)(O)[O-].[Na+]. The catalyst is ClCCl. The product is [CH2:1]([N:8]1[CH2:15][C:12]2([CH2:14][CH2:13]2)[N:11]([C:16]([O:18][C:19]([CH3:22])([CH3:21])[CH3:20])=[O:17])[CH2:10][C@@H:9]1[CH2:23][F:35])[C:2]1[CH:7]=[CH:6][CH:5]=[CH:4][CH:3]=1. The yield is 0.900. (8) The reactants are [Cl:1][C:2]1[CH:7]=[CH:6][C:5]([C:8]2[C:13]([CH:14]=[O:15])=[CH:12][N:11]=[C:10]([NH:16][C:17](=[O:19])[CH3:18])[CH:9]=2)=[C:4]([F:20])[C:3]=1[O:21][CH3:22].[BH4-].[Na+]. The catalyst is C1COCC1.CO. The product is [Cl:1][C:2]1[CH:7]=[CH:6][C:5]([C:8]2[C:13]([CH2:14][OH:15])=[CH:12][N:11]=[C:10]([NH:16][C:17](=[O:19])[CH3:18])[CH:9]=2)=[C:4]([F:20])[C:3]=1[O:21][CH3:22]. The yield is 0.380. (9) The reactants are C[O:2][CH:3](OC)[CH2:4][C:5]1[CH:6]=[C:7]2[C:11](=[CH:12][CH:13]=1)[C:10](=[C:14]1[C:22]3[C:17](=[CH:18][CH:19]=[C:20]([F:23])[CH:21]=3)[NH:16][C:15]1=[O:24])[O:9][C:8]2([CH3:26])[CH3:25].S(=O)(=O)(O)O.O. The catalyst is C1COCC1. The product is [F:23][C:20]1[CH:21]=[C:22]2[C:17](=[CH:18][CH:19]=1)[NH:16][C:15](=[O:24])[C:14]2=[C:10]1[C:11]2[C:7](=[CH:6][C:5]([CH2:4][CH:3]=[O:2])=[CH:13][CH:12]=2)[C:8]([CH3:26])([CH3:25])[O:9]1. The yield is 0.990. (10) The product is [F:9][CH2:8][C:4]1[N:3]=[C:2]([C:13]#[C:12][CH2:11][CH2:10][C:14]2[S:15][C:16]3[CH:22]=[CH:21][CH:20]=[CH:19][C:17]=3[N:18]=2)[CH:7]=[CH:6][CH:5]=1. No catalyst specified. The yield is 0.380. The reactants are Br[C:2]1[CH:7]=[CH:6][CH:5]=[C:4]([CH2:8][F:9])[N:3]=1.[CH2:10]([C:14]1[S:15][C:16]2[CH:22]=[CH:21][CH:20]=[CH:19][C:17]=2[N:18]=1)[CH2:11][C:12]#[CH:13].